Dataset: Forward reaction prediction with 1.9M reactions from USPTO patents (1976-2016). Task: Predict the product of the given reaction. (1) Given the reactants [Cl:1][C:2]1[C:25]([CH3:26])=[CH:24][C:5]([O:6][CH2:7][CH2:8][CH2:9][C:10]2[C:18]3[C:13](=[CH:14][CH:15]=[CH:16][CH:17]=3)[NH:12][C:11]=2[C:19]([O:21][CH2:22][CH3:23])=[O:20])=[CH:4][C:3]=1[CH3:27].[CH2:28](Br)[C:29]1[CH:34]=[CH:33][CH:32]=[CH:31][CH:30]=1, predict the reaction product. The product is: [CH2:28]([N:12]1[C:13]2[C:18](=[CH:17][CH:16]=[CH:15][CH:14]=2)[C:10]([CH2:9][CH2:8][CH2:7][O:6][C:5]2[CH:4]=[C:3]([CH3:27])[C:2]([Cl:1])=[C:25]([CH3:26])[CH:24]=2)=[C:11]1[C:19]([O:21][CH2:22][CH3:23])=[O:20])[C:29]1[CH:34]=[CH:33][CH:32]=[CH:31][CH:30]=1. (2) The product is: [CH3:1][O:2][C:3]1[CH:4]=[C:5]([NH:6][C:17]2[CH:18]=[CH:19][C:20]3[CH2:21][N:22]([CH2:34][CH2:35][OH:36])[CH2:23][C@@H:24]([C:28]4[CH:33]=[CH:32][CH:31]=[CH:30][CH:29]=4)[O:25][C:26]=3[N:27]=2)[CH:7]=[CH:8][C:9]=1[N:10]1[CH:14]=[N:13][C:12]([CH3:15])=[N:11]1. Given the reactants [CH3:1][O:2][C:3]1[CH:4]=[C:5]([CH:7]=[CH:8][C:9]=1[N:10]1[CH:14]=[N:13][C:12]([CH3:15])=[N:11]1)[NH2:6].Cl[C:17]1[CH:18]=[CH:19][C:20]2[CH2:21][N:22]([CH2:34][CH2:35][OH:36])[CH2:23][C@@H:24]([C:28]3[CH:33]=[CH:32][CH:31]=[CH:30][CH:29]=3)[O:25][C:26]=2[N:27]=1.C1(P(C2CCCCC2)C2C=CC=CC=2C2C=CC=CC=2)CCCCC1.C(=O)([O-])[O-].[Cs+].[Cs+], predict the reaction product. (3) The product is: [Cl:30][C:31]1[CH:37]=[C:36]([O:38][C:39]2[C:40]3[N:47]([CH3:48])[CH:46]=[CH:45][C:41]=3[N:42]=[CH:43][N:44]=2)[CH:35]=[CH:34][C:32]=1[NH:33][C:21]([NH:1][C:2]1[CH:9]=[CH:8][C:5]([C:6]#[N:7])=[C:4]([C:10]([F:11])([F:12])[F:13])[CH:3]=1)=[O:22]. Given the reactants [NH2:1][C:2]1[CH:9]=[CH:8][C:5]([C:6]#[N:7])=[C:4]([C:10]([F:13])([F:12])[F:11])[CH:3]=1.N1C=CC=CC=1.Cl[C:21](OC1C=CC=CC=1)=[O:22].[Cl:30][C:31]1[CH:37]=[C:36]([O:38][C:39]2[C:40]3[N:47]([CH3:48])[CH:46]=[CH:45][C:41]=3[N:42]=[CH:43][N:44]=2)[CH:35]=[CH:34][C:32]=1[NH2:33], predict the reaction product. (4) Given the reactants [C:9](O[C:9]([O:11][C:12]([CH3:15])([CH3:14])[CH3:13])=[O:10])([O:11][C:12]([CH3:15])([CH3:14])[CH3:13])=[O:10].Cl.[NH2:17][C@@H:18]([C:22]1[CH:27]=[CH:26][C:25]([Cl:28])=[C:24]([O:29][C:30]2[CH:35]=[CH:34][CH:33]=[CH:32][CH:31]=2)[C:23]=1[F:36])[CH2:19][CH2:20][OH:21].C(=O)([O-])O.[Na+], predict the reaction product. The product is: [C:12]([O:11][C:9](=[O:10])[NH:17][C@@H:18]([C:22]1[CH:27]=[CH:26][C:25]([Cl:28])=[C:24]([O:29][C:30]2[CH:31]=[CH:32][CH:33]=[CH:34][CH:35]=2)[C:23]=1[F:36])[CH2:19][CH2:20][OH:21])([CH3:13])([CH3:14])[CH3:15]. (5) Given the reactants Cl.O.[OH:3][C:4]12[C:15]3[C:10](=[C:11]([N+:16]([O-])=O)[CH:12]=[CH:13][CH:14]=3)[C:9](=[O:19])[C:8]1([NH:20][C:21]([C:23]1[N:24]=[CH:25][C:26]3[C:31]([CH:32]=1)=[CH:30][CH:29]=[CH:28][CH:27]=3)=[O:22])[C:7]1[CH:33]=[CH:34][C:35]([CH:37]([CH3:39])[CH3:38])=[CH:36][C:6]=1[O:5]2, predict the reaction product. The product is: [NH2:16][C:11]1[CH:12]=[CH:13][CH:14]=[C:15]2[C:10]=1[C:9](=[O:19])[C:8]1([NH:20][C:21]([C:23]3[N:24]=[CH:25][C:26]4[C:31]([CH:32]=3)=[CH:30][CH:29]=[CH:28][CH:27]=4)=[O:22])[C:7]3[CH:33]=[CH:34][C:35]([CH:37]([CH3:38])[CH3:39])=[CH:36][C:6]=3[O:5][C:4]12[OH:3]. (6) Given the reactants [C:1]([C:5]1[CH:6]=[C:7]([NH:18][C:19]([NH:21][C:22]2[C:31]3[C:26](=[CH:27][CH:28]=[CH:29][CH:30]=3)[C:25]([O:32][C:33]3[CH:38]=[CH:37][N:36]=[C:35](Cl)[N:34]=3)=[CH:24][CH:23]=2)=[O:20])[C:8]([O:16][CH3:17])=[C:9]([NH:11][S:12]([CH3:15])(=[O:14])=[O:13])[CH:10]=1)([CH3:4])([CH3:3])[CH3:2].[F:40][CH:41]([F:61])[O:42][C:43]1[CH:44]=[C:45]([CH:47]=[C:48]([O:50][CH2:51][CH2:52][O:53][CH2:54][CH2:55][O:56][CH2:57][CH2:58][O:59][CH3:60])[CH:49]=1)[NH2:46], predict the reaction product. The product is: [C:1]([C:5]1[CH:6]=[C:7]([NH:18][C:19]([NH:21][C:22]2[C:31]3[C:26](=[CH:27][CH:28]=[CH:29][CH:30]=3)[C:25]([O:32][C:33]3[CH:38]=[CH:37][N:36]=[C:35]([NH:46][C:45]4[CH:47]=[C:48]([O:50][CH2:51][CH2:52][O:53][CH2:54][CH2:55][O:56][CH2:57][CH2:58][O:59][CH3:60])[CH:49]=[C:43]([O:42][CH:41]([F:40])[F:61])[CH:44]=4)[N:34]=3)=[CH:24][CH:23]=2)=[O:20])[C:8]([O:16][CH3:17])=[C:9]([NH:11][S:12]([CH3:15])(=[O:14])=[O:13])[CH:10]=1)([CH3:4])([CH3:3])[CH3:2]. (7) The product is: [Br:1][C:2]1[CH:8]=[CH:7][C:5]([N:6]2[CH2:30][CH2:29][C:28](=[O:31])[CH2:27][CH2:26]2)=[CH:4][C:3]=1[O:9][CH3:10]. Given the reactants [Br:1][C:2]1[CH:8]=[CH:7][C:5]([NH2:6])=[CH:4][C:3]=1[O:9][CH3:10].C(=O)([O-])[O-].[K+].[K+].[I-].C([N+]1(C)[CH2:30][CH2:29][C:28](=[O:31])[CH2:27][CH2:26]1)C1C=CC=CC=1, predict the reaction product.